The task is: Regression. Given a peptide amino acid sequence and an MHC pseudo amino acid sequence, predict their binding affinity value. This is MHC class I binding data.. This data is from Peptide-MHC class I binding affinity with 185,985 pairs from IEDB/IMGT. (1) The peptide sequence is KTFSAHNLF. The MHC is HLA-A02:01 with pseudo-sequence HLA-A02:01. The binding affinity (normalized) is 0.0847. (2) The peptide sequence is LLQEKYGLI. The MHC is HLA-A68:02 with pseudo-sequence HLA-A68:02. The binding affinity (normalized) is 0.0573. (3) The peptide sequence is YLFNWAVRTK. The MHC is Patr-A0101 with pseudo-sequence Patr-A0101. The binding affinity (normalized) is 0.450. (4) The peptide sequence is CMFNLDNDYI. The MHC is Mamu-B17 with pseudo-sequence Mamu-B17. The binding affinity (normalized) is 0.496.